From a dataset of Catalyst prediction with 721,799 reactions and 888 catalyst types from USPTO. Predict which catalyst facilitates the given reaction. The catalyst class is: 22. Reactant: N1C=CN=CN=1.[CH2:7]([O:14][C:15]1[CH:20]=[CH:19][C:18]([CH:21]2[CH2:26][CH2:25][C:24]([N:27]3[CH2:31][CH2:30][CH2:29][CH2:28]3)=C[CH2:22]2)=[CH:17][CH:16]=1)[C:8]1[CH:13]=[CH:12][CH:11]=[CH:10][CH:9]=1.[Cl-].[NH4+].ClCCl. Product: [CH2:7]([O:14][C:15]1[CH:20]=[CH:19][C:18]([CH:21]2[CH2:26][C:25]3[CH:24]=[N:27][CH:28]=[CH:29][C:30]=3[CH2:31][CH2:22]2)=[CH:17][CH:16]=1)[C:8]1[CH:9]=[CH:10][CH:11]=[CH:12][CH:13]=1.